This data is from Forward reaction prediction with 1.9M reactions from USPTO patents (1976-2016). The task is: Predict the product of the given reaction. (1) The product is: [F:5][C:6]1[CH:15]=[C:14]2[C:9]([N:10]=[CH:11][C:12](=[O:20])[N:13]2[CH2:16][CH2:17][CH2:18][NH:21][C@H:22]2[CH2:26][N:25]([C:27]3[CH:28]=[CH:29][C:30]4[O:31][CH2:32][C:33](=[O:37])[NH:34][C:35]=4[N:36]=3)[C:24](=[O:38])[CH2:23]2)=[CH:8][CH:7]=1. Given the reactants C(O)(=O)C.[F:5][C:6]1[CH:15]=[C:14]2[C:9]([N:10]=[CH:11][C:12](=[O:20])[N:13]2[CH2:16][CH2:17][CH:18]=O)=[CH:8][CH:7]=1.[NH2:21][C@H:22]1[CH2:26][N:25]([C:27]2[CH:28]=[CH:29][C:30]3[O:31][CH2:32][C:33](=[O:37])[NH:34][C:35]=3[N:36]=2)[C:24](=[O:38])[CH2:23]1.C(OC(=O)N[C@@H]1CC(=O)NC1)(C)(C)C.C(O[BH-](OC(=O)C)OC(=O)C)(=O)C.[Na+].C(=O)([O-])O.[Na+], predict the reaction product. (2) The product is: [Cl:1][C:2]1[CH:3]=[C:4]2[C:10]([C:11]3[N:16]=[C:15]([NH:17][C@H:18]4[CH2:23][CH2:22][CH2:21][N:20]([CH2:24][C:25]([F:28])([F:26])[F:27])[CH2:19]4)[C:14]([F:29])=[CH:13][N:12]=3)=[CH:9][NH:8][C:5]2=[N:6][CH:7]=1. Given the reactants [Cl:1][C:2]1[CH:3]=[C:4]2[C:10]([C:11]3[N:16]=[C:15]([NH:17][C@H:18]4[CH2:23][CH2:22][CH2:21][N:20]([CH2:24][C:25]([F:28])([F:27])[F:26])[CH2:19]4)[C:14]([F:29])=[CH:13][N:12]=3)=[CH:9][N:8](S(C3C=CC(C)=CC=3)(=O)=O)[C:5]2=[N:6][CH:7]=1.[Li+].[OH-], predict the reaction product. (3) Given the reactants [CH2:1]([CH2:3][NH2:4])[OH:2].CC(C)([O-])C.[K+].F[C:12]1[CH:17]=[CH:16][C:15]([C:18]2[NH:22][N:21]=[C:20]([C:23]([F:26])([F:25])[F:24])[CH:19]=2)=[CH:14][CH:13]=1.O, predict the reaction product. The product is: [F:26][C:23]([F:24])([F:25])[C:20]1[NH:21][N:22]=[C:18]([C:15]2[CH:16]=[CH:17][C:12]([O:2][CH2:1][CH2:3][NH2:4])=[CH:13][CH:14]=2)[CH:19]=1. (4) Given the reactants [CH3:1][N:2]([CH:13]1[CH2:18][CH2:17][CH2:16][NH:15][CH2:14]1)[C:3](=[O:12])[O:4][CH2:5][C:6]1[CH:11]=[CH:10][CH:9]=[CH:8][CH:7]=1.Cl.Br[C:21]1[CH:26]=[CH:25][N:24]=[CH:23][CH:22]=1.CCN(C(C)C)C(C)C, predict the reaction product. The product is: [CH3:1][N:2]([CH:13]1[CH2:18][CH2:17][CH2:16][N:15]([C:21]2[CH:26]=[CH:25][N:24]=[CH:23][CH:22]=2)[CH2:14]1)[C:3](=[O:12])[O:4][CH2:5][C:6]1[CH:11]=[CH:10][CH:9]=[CH:8][CH:7]=1. (5) Given the reactants [CH:1]1([N:4]([CH:14]2[CH2:19][CH2:18][NH:17][CH2:16][CH2:15]2)[S:5]([C:8]2[CH:13]=[CH:12][CH:11]=[CH:10][CH:9]=2)(=[O:7])=[O:6])[CH2:3][CH2:2]1.C(N(CC)CC)C.Cl[CH2:28][C:29]1[CH:34]=[CH:33][C:32]([C:35]2[CH:40]=[CH:39][CH:38]=[CH:37][CH:36]=2)=[CH:31][CH:30]=1, predict the reaction product. The product is: [CH:1]1([N:4]([CH:14]2[CH2:19][CH2:18][N:17]([CH2:28][C:29]3[CH:34]=[CH:33][C:32]([C:35]4[CH:36]=[CH:37][CH:38]=[CH:39][CH:40]=4)=[CH:31][CH:30]=3)[CH2:16][CH2:15]2)[S:5]([C:8]2[CH:13]=[CH:12][CH:11]=[CH:10][CH:9]=2)(=[O:6])=[O:7])[CH2:3][CH2:2]1.